Task: Predict the product of the given reaction.. Dataset: Forward reaction prediction with 1.9M reactions from USPTO patents (1976-2016) (1) Given the reactants [CH:1]1([CH:4]([C:18]2[CH:23]=[CH:22][CH:21]=[CH:20][N:19]=2)[NH:5][C:6]([C:8]2[CH:9]=[C:10]3[C:14](=[CH:15][CH:16]=2)[NH:13][N:12]=[C:11]3I)=[O:7])[CH2:3][CH2:2]1.[O:24]1[CH2:27][CH:26]([N:28]2[CH2:33][CH2:32][CH:31]([O:34][C:35]3[CH:40]=[CH:39][C:38](B4OC(C)(C)C(C)(C)O4)=[CH:37][CH:36]=3)[CH2:30][CH2:29]2)[CH2:25]1, predict the reaction product. The product is: [CH:1]1([CH:4]([C:18]2[CH:23]=[CH:22][CH:21]=[CH:20][N:19]=2)[NH:5][C:6]([C:8]2[CH:9]=[C:10]3[C:14](=[CH:15][CH:16]=2)[NH:13][N:12]=[C:11]3[C:38]2[CH:39]=[CH:40][C:35]([O:34][CH:31]3[CH2:30][CH2:29][N:28]([CH:26]4[CH2:27][O:24][CH2:25]4)[CH2:33][CH2:32]3)=[CH:36][CH:37]=2)=[O:7])[CH2:3][CH2:2]1. (2) The product is: [F:14][C:11]([F:12])([F:13])[O:10][C:6]1[CH:5]=[C:4]([C:2](=[O:3])[CH:1]=[O:16])[CH:9]=[CH:8][CH:7]=1. Given the reactants [CH3:1][C:2]([C:4]1[CH:9]=[CH:8][CH:7]=[C:6]([O:10][C:11]([F:14])([F:13])[F:12])[CH:5]=1)=[O:3].[Se](=O)=[O:16], predict the reaction product. (3) Given the reactants [NH2:1][CH2:2][C:3]1[CH:38]=[CH:37][C:6]([O:7][C:8]2[CH:13]=[CH:12][C:11]([C:14]3[C:22]4[C:17](=[N:18][CH:19]=[N:20][C:21]=4[NH2:23])[N:16]([C@H:24]4[CH2:29][CH2:28][C@@H:27]([N:30]5[CH2:35][CH2:34][N:33]([CH3:36])[CH2:32][CH2:31]5)[CH2:26][CH2:25]4)[N:15]=3)=[CH:10][CH:9]=2)=[CH:5][CH:4]=1.[C:39](Cl)(=[O:46])[C:40]1[CH:45]=[CH:44][CH:43]=[CH:42][CH:41]=1, predict the reaction product. The product is: [C:6]([OH:46])(=[O:7])[CH3:37].[NH2:23][C:21]1[N:20]=[CH:19][N:18]=[C:17]2[N:16]([C@H:24]3[CH2:29][CH2:28][C@@H:27]([N:30]4[CH2:35][CH2:34][N:33]([CH3:36])[CH2:32][CH2:31]4)[CH2:26][CH2:25]3)[N:15]=[C:14]([C:11]3[CH:12]=[CH:13][C:8]([O:7][C:6]4[CH:5]=[CH:4][C:3]([CH2:2][NH:1][C:39](=[O:46])[C:40]5[CH:45]=[CH:44][CH:43]=[CH:42][CH:41]=5)=[CH:38][CH:37]=4)=[CH:9][CH:10]=3)[C:22]=12. (4) Given the reactants [N+:1]([C:4]1[CH:5]=[C:6]2[C:10](=[CH:11][CH:12]=1)[N:9]([CH2:13][C:14]([O:16][CH3:17])=[O:15])[CH:8]=[CH:7]2)([O-])=O, predict the reaction product. The product is: [NH2:1][C:4]1[CH:5]=[C:6]2[C:10](=[CH:11][CH:12]=1)[N:9]([CH2:13][C:14]([O:16][CH3:17])=[O:15])[CH:8]=[CH:7]2. (5) Given the reactants [OH:1][C:2]1[CH:10]=[CH:9][CH:8]=[CH:7][C:3]=1[C:4]([OH:6])=[O:5].OS(O)(=O)=O.[CH3:16][CH2:17]O, predict the reaction product. The product is: [OH:1][C:2]1[CH:10]=[CH:9][CH:8]=[CH:7][C:3]=1[C:4]([O:6][CH2:16][CH3:17])=[O:5]. (6) Given the reactants [Cl:1][C:2]1[CH:7]=[CH:6][C:5]([OH:8])=[C:4]([I:9])[CH:3]=1.[CH3:10][N:11]1[CH2:16][CH2:15][CH:14]([CH2:17]O)[CH2:13][CH2:12]1.C1(P(C2C=CC=CC=2)C2C=CC=CC=2)C=CC=CC=1.C(OC(N=NC(OC(C)C)=O)=O)(C)C, predict the reaction product. The product is: [Cl:1][C:2]1[CH:7]=[CH:6][C:5]([O:8][CH2:17][CH:14]2[CH2:15][CH2:16][N:11]([CH3:10])[CH2:12][CH2:13]2)=[C:4]([I:9])[CH:3]=1. (7) Given the reactants [N+:1]([C:4]1[CH:5]=[C:6]([CH2:10][C:11]([OH:13])=O)[CH:7]=[CH:8][CH:9]=1)([O-:3])=[O:2].BrC1C=C(CC([C:24]2[CH:25]=[CH:26][C:27]3[O:32][CH2:31][C:30](=[O:33])[NH:29][C:28]=3[CH:34]=2)=O)C=CC=1, predict the reaction product. The product is: [N+:1]([C:4]1[CH:5]=[C:6]([CH2:10][C:11]([C:24]2[CH:25]=[CH:26][C:27]3[O:32][CH2:31][C:30](=[O:33])[NH:29][C:28]=3[CH:34]=2)=[O:13])[CH:7]=[CH:8][CH:9]=1)([O-:3])=[O:2].[O:32]1[C:27]2[CH:26]=[CH:25][CH:24]=[CH:34][C:28]=2[NH:29][C:30](=[O:33])[CH2:31]1. (8) Given the reactants [NH2:1][C:2](=[O:39])[CH2:3][C:4]1([C:34]([O:36]CC)=O)[CH2:9][CH2:8][CH2:7][N:6]([CH:10]2[CH2:15][CH2:14][N:13]([C:16]([C:18]3[C:22]4[CH:23]=[CH:24][CH:25]=[CH:26][C:21]=4[S:20][C:19]=3[NH:27][C:28]([NH:30][CH:31]([CH3:33])[CH3:32])=[O:29])=[O:17])[CH2:12][CH2:11]2)[CH2:5]1.C(OC(C)C)(C)C, predict the reaction product. The product is: [O:36]=[C:34]1[C:4]2([CH2:9][CH2:8][CH2:7][N:6]([CH:10]3[CH2:15][CH2:14][N:13]([C:16]([C:18]4[C:22]5[CH:23]=[CH:24][CH:25]=[CH:26][C:21]=5[S:20][C:19]=4[NH:27][C:28]([NH:30][CH:31]([CH3:32])[CH3:33])=[O:29])=[O:17])[CH2:12][CH2:11]3)[CH2:5]2)[CH2:3][C:2](=[O:39])[NH:1]1.